The task is: Predict the product of the given reaction.. This data is from Forward reaction prediction with 1.9M reactions from USPTO patents (1976-2016). (1) Given the reactants [OH:1][C:2]1[CH:7]=[CH:6][CH:5]=[C:4]([OH:8])[C:3]=1[C:9](=[O:11])[CH3:10].C(=O)([O-])[O-].[K+].[K+].Br[CH2:19][CH:20]1[CH2:22][CH2:21]1, predict the reaction product. The product is: [CH:20]1([CH2:19][O:1][C:2]2[CH:7]=[CH:6][CH:5]=[C:4]([OH:8])[C:3]=2[C:9](=[O:11])[CH3:10])[CH2:22][CH2:21]1. (2) Given the reactants [Cl:1][C:2]1[CH:3]=[CH:4][C:5]2[NH:11][C:10](=[O:12])[C@@H:9]([CH2:13][C:14](O)=[O:15])[S:8][C@H:7]([C:17]3[CH:22]=[CH:21][CH:20]=[C:19]([O:23][CH3:24])[C:18]=3[O:25][CH3:26])[C:6]=2[CH:27]=1.Cl.[NH2:29][CH2:30][C:31](=[O:38])[CH2:32][CH2:33][C:34]([O:36][CH3:37])=[O:35].Cl.C(N=C=NCCCN(C)C)C.ON1C2C=CC=CC=2N=N1, predict the reaction product. The product is: [Cl:1][C:2]1[CH:3]=[CH:4][C:5]2[NH:11][C:10](=[O:12])[C@@H:9]([CH2:13][C:14]([NH:29][CH2:30][C:31](=[O:38])[CH2:32][CH2:33][C:34]([O:36][CH3:37])=[O:35])=[O:15])[S:8][C@H:7]([C:17]3[CH:22]=[CH:21][CH:20]=[C:19]([O:23][CH3:24])[C:18]=3[O:25][CH3:26])[C:6]=2[CH:27]=1. (3) Given the reactants [OH:1][CH:2]1[CH2:7][CH2:6][N:5]([C:8]([O:10][C:11]([CH3:14])([CH3:13])[CH3:12])=[O:9])[CH2:4][CH2:3]1.[H-].[Na+].[F:17][C:18]([F:28])([F:27])[C:19]1[CH:26]=[CH:25][C:22]([CH2:23]Br)=[CH:21][CH:20]=1.O, predict the reaction product. The product is: [F:17][C:18]([F:27])([F:28])[C:19]1[CH:26]=[CH:25][C:22]([CH2:23][O:1][CH:2]2[CH2:3][CH2:4][N:5]([C:8]([O:10][C:11]([CH3:14])([CH3:13])[CH3:12])=[O:9])[CH2:6][CH2:7]2)=[CH:21][CH:20]=1. (4) Given the reactants [Cl:1][C:2]1[CH:3]=[N:4][C:5]2[N:6]([N:8]=[C:9]([C:11]([N:13]3[CH2:18][CH2:17][C:16]4[NH:19][CH:20]=[CH:21][C:15]=4[CH:14]3[CH3:22])=[O:12])[CH:10]=2)[CH:7]=1.[C:23](O)(=[O:25])[CH3:24], predict the reaction product. The product is: [Cl:1][C:2]1[CH:3]=[N:4][C:5]2[N:6]([N:8]=[C:9]([C:11]([N:13]3[CH2:18][CH2:17][C:16]4[N:19]([C:23](=[O:25])[CH3:24])[CH:20]=[CH:21][C:15]=4[CH:14]3[CH3:22])=[O:12])[CH:10]=2)[CH:7]=1. (5) The product is: [CH:11]1([CH2:10][N:3]2[C:2]([CH3:1])=[C:6]([CH3:7])[S:5]/[C:4]/2=[N:8]\[C:25]([C:15]23[CH2:24][CH:19]4[CH2:18][CH:17]([CH2:23][CH:21]([CH2:20]4)[CH2:22]2)[CH2:16]3)=[O:26])[CH2:14][CH2:13][CH2:12]1. Given the reactants [CH3:1][C:2]1[N:3]=[C:4]([NH2:8])[S:5][C:6]=1[CH3:7].Br[CH2:10][CH:11]1[CH2:14][CH2:13][CH2:12]1.[C:15]12([C:25](O)=[O:26])[CH2:24][CH:19]3[CH2:20][CH:21]([CH2:23][CH:17]([CH2:18]3)[CH2:16]1)[CH2:22]2, predict the reaction product.